Dataset: Full USPTO retrosynthesis dataset with 1.9M reactions from patents (1976-2016). Task: Predict the reactants needed to synthesize the given product. (1) The reactants are: [N+:1]([C:4]1[CH:5]=[C:6]([CH:10]=[CH:11][C:12]=1[O:13][CH3:14])[C:7]([OH:9])=O)([O-:3])=[O:2].[CH3:15][O:16][C:17]1[CH:32]=[CH:31][C:20]([C:21]([NH:23][C:24]2[C:25]([NH2:30])=[CH:26][CH:27]=[CH:28][CH:29]=2)=[O:22])=[CH:19][CH:18]=1. Given the product [N+:1]([C:4]1[CH:5]=[C:6]([CH:10]=[CH:11][C:12]=1[O:13][CH3:14])[C:7]([NH:30][C:25]1[C:24]([NH:23][C:21](=[O:22])[C:20]2[CH:19]=[CH:18][C:17]([O:16][CH3:15])=[CH:32][CH:31]=2)=[CH:29][CH:28]=[CH:27][CH:26]=1)=[O:9])([O-:3])=[O:2], predict the reactants needed to synthesize it. (2) Given the product [CH2:30]([N:37]1[C:16](=[O:18])[C:8]2[S:9][C:10]3[N:11]=[CH:12][CH:13]=[CH:14][C:15]=3[C:7]=2[N:6]=[C:4]1[CH2:3][CH:2]([CH3:1])[CH3:19])[C:31]1[CH:36]=[CH:35][CH:34]=[CH:33][CH:32]=1, predict the reactants needed to synthesize it. The reactants are: [CH3:1][CH:2]([CH3:19])[CH2:3][C:4]([NH:6][C:7]1[C:15]2[C:10](=[N:11][CH:12]=[CH:13][CH:14]=2)[S:9][C:8]=1[C:16]([OH:18])=O)=O.ON1C2C=CC=CC=2N=N1.[CH2:30]([NH2:37])[C:31]1[CH:36]=[CH:35][CH:34]=[CH:33][CH:32]=1.CN1CCOCC1.